Dataset: Full USPTO retrosynthesis dataset with 1.9M reactions from patents (1976-2016). Task: Predict the reactants needed to synthesize the given product. (1) Given the product [C:63]([O:62][C:60]([NH:59][CH:48]([C:49](=[O:50])[NH:12][CH2:11][C:10]([CH3:14])([CH3:13])[CH2:9][CH2:8][CH2:7][CH2:6][O:5][C:4]1[CH:15]=[C:16]([O:25][CH2:26][C:27]2[CH:32]=[CH:31][CH:30]=[CH:29][CH:28]=2)[C:17]([C:19]2[CH:20]=[CH:21][CH:22]=[CH:23][CH:24]=2)=[CH:18][C:3]=1[CH2:1][CH3:2])[CH2:47][C:45]([O:44][C:41]([CH3:43])([CH3:42])[CH3:40])=[O:46])=[O:61])([CH3:65])([CH3:64])[CH3:66], predict the reactants needed to synthesize it. The reactants are: [CH2:1]([C:3]1[CH:18]=[C:17]([C:19]2[CH:24]=[CH:23][CH:22]=[CH:21][CH:20]=2)[C:16]([O:25][CH2:26][C:27]2[CH:32]=[CH:31][CH:30]=[CH:29][CH:28]=2)=[CH:15][C:4]=1[O:5][CH2:6][CH2:7][CH2:8][CH2:9][C:10]([CH3:14])([CH3:13])[CH2:11][NH2:12])[CH3:2].C(N(CC)CC)C.[CH3:40][C:41]([O:44][C:45]([CH2:47][C@H:48]([NH:59][C:60]([O:62][C:63]([CH3:66])([CH3:65])[CH3:64])=[O:61])[C:49](ON1C(=O)CCC1=O)=[O:50])=[O:46])([CH3:43])[CH3:42]. (2) Given the product [CH3:1][S:2][CH2:5][CH2:6][C:7]1[CH:8]=[CH:9][C:10]2[N:11]([N:13]=[C:14]([C:27]3[CH:32]=[CH:31][CH:30]=[CH:29][CH:28]=3)[C:15]=2[CH2:16][C:17]2[N:22]=[C:21]([C:23]([O:25][CH3:26])=[O:24])[CH:20]=[CH:19][CH:18]=2)[CH:12]=1, predict the reactants needed to synthesize it. The reactants are: [CH3:1][S-:2].[Na+].Br[CH2:5][CH2:6][C:7]1[CH:8]=[CH:9][C:10]2[N:11]([N:13]=[C:14]([C:27]3[CH:32]=[CH:31][CH:30]=[CH:29][CH:28]=3)[C:15]=2[CH2:16][C:17]2[N:22]=[C:21]([C:23]([O:25][CH3:26])=[O:24])[CH:20]=[CH:19][CH:18]=2)[CH:12]=1.[Cl-].[NH4+].